This data is from Peptide-MHC class I binding affinity with 185,985 pairs from IEDB/IMGT. The task is: Regression. Given a peptide amino acid sequence and an MHC pseudo amino acid sequence, predict their binding affinity value. This is MHC class I binding data. (1) The peptide sequence is VIYQYMDDL. The MHC is HLA-B51:01 with pseudo-sequence HLA-B51:01. The binding affinity (normalized) is 0.0148. (2) The binding affinity (normalized) is 0.0847. The peptide sequence is CFMYSDFHF. The MHC is HLA-A03:01 with pseudo-sequence HLA-A03:01.